This data is from Forward reaction prediction with 1.9M reactions from USPTO patents (1976-2016). The task is: Predict the product of the given reaction. Given the reactants [C:1]([O:4][C:5]1[CH:6]=[C:7]([CH:11]=[CH:12][CH:13]=1)[C:8]([OH:10])=O)(=[O:3])[CH3:2].CN(C)C=O.[F:19][C:20]([F:29])([F:28])[C:21]1[CH:27]=[CH:26][C:24]([NH2:25])=[CH:23][CH:22]=1.C(N(C(C)C)C(C)C)C, predict the reaction product. The product is: [C:1]([O:4][C:5]1[CH:13]=[CH:12][CH:11]=[C:7]([C:8]([NH:25][C:24]2[CH:26]=[CH:27][C:21]([C:20]([F:19])([F:28])[F:29])=[CH:22][CH:23]=2)=[O:10])[CH:6]=1)(=[O:3])[CH3:2].